This data is from Reaction yield outcomes from USPTO patents with 853,638 reactions. The task is: Predict the reaction yield, written as a fraction of the theoretical maximum amount of product (1.0 means a 100% yield; for example, 0.34 means a 34% yield). The reactants are O=P(Cl)(Cl)Cl.[Br:6][C:7]1[CH:15]=[CH:14][C:13]([C:16]([O:18][CH3:19])=[O:17])=[C:12]2[C:8]=1[CH:9]=[CH:10][NH:11]2.[OH-].[Na+].CN([CH:25]=[O:26])C. No catalyst specified. The product is [Br:6][C:7]1[CH:15]=[CH:14][C:13]([C:16]([O:18][CH3:19])=[O:17])=[C:12]2[C:8]=1[C:9]([CH:25]=[O:26])=[CH:10][NH:11]2. The yield is 0.950.